Predict which catalyst facilitates the given reaction. From a dataset of Catalyst prediction with 721,799 reactions and 888 catalyst types from USPTO. (1) Reactant: [Cl-].[Ce+3].[Cl-].[Cl-].[I-].[Na+].[Br:7][CH2:8][C:9]([C:11]1[CH:16]=[CH:15][CH:14]=[CH:13][N:12]=1)=[O:10].[CH2:17]([N:24]1[CH2:29][CH2:28][C:27](=[O:30])[CH2:26][CH2:25]1)[C:18]1[CH:23]=[CH:22][CH:21]=[CH:20][CH:19]=1. Product: [BrH:7].[CH2:17]([N:24]1[CH2:29][CH2:28][C:27]([CH2:8][C:9]([C:11]2[CH:16]=[CH:15][CH:14]=[CH:13][N:12]=2)=[O:10])([OH:30])[CH2:26][CH2:25]1)[C:18]1[CH:19]=[CH:20][CH:21]=[CH:22][CH:23]=1. The catalyst class is: 7. (2) Reactant: [F:1][C:2]1[CH:10]=[C:9]2[C:5]([C:6]([C:20]3[CH:21]=[CH:22][C:23]([NH:26][C:27](=[O:35])OC4C=CC=CC=4)=[N:24][CH:25]=3)=[CH:7][N:8]2[S:11]([C:14]2[CH:19]=[CH:18][CH:17]=[CH:16][CH:15]=2)(=[O:13])=[O:12])=[CH:4][CH:3]=1.[CH3:36][NH2:37]. Product: [F:1][C:2]1[CH:10]=[C:9]2[C:5]([C:6]([C:20]3[CH:21]=[CH:22][C:23]([NH:26][C:27]([NH:37][CH3:36])=[O:35])=[N:24][CH:25]=3)=[CH:7][N:8]2[S:11]([C:14]2[CH:15]=[CH:16][CH:17]=[CH:18][CH:19]=2)(=[O:13])=[O:12])=[CH:4][CH:3]=1. The catalyst class is: 3. (3) Reactant: [NH2:1][CH2:2][CH2:3][C@@:4]1([C:27]2[CH:32]=[CH:31][C:30]([F:33])=[CH:29][CH:28]=2)[O:9][C:8](=[O:10])[N:7]([C@H:11]([C:13]2[CH:18]=[CH:17][C:16]([C:19]3[CH:24]=[CH:23][C:22]([F:25])=[CH:21][C:20]=3[F:26])=[CH:15][CH:14]=2)[CH3:12])[CH2:6][CH2:5]1.C1C=CC2N(O)N=NC=2C=1.CCN=C=NCCCN(C)C.Cl.CCN(C(C)C)C(C)C.[OH:65][CH2:66][C:67](O)=[O:68]. Product: [F:26][C:20]1[CH:21]=[C:22]([F:25])[CH:23]=[CH:24][C:19]=1[C:16]1[CH:15]=[CH:14][C:13]([C@@H:11]([N:7]2[CH2:6][CH2:5][C@:4]([CH2:3][CH2:2][NH:1][C:66](=[O:65])[CH2:67][OH:68])([C:27]3[CH:28]=[CH:29][C:30]([F:33])=[CH:31][CH:32]=3)[O:9][C:8]2=[O:10])[CH3:12])=[CH:18][CH:17]=1. The catalyst class is: 2.